From a dataset of Catalyst prediction with 721,799 reactions and 888 catalyst types from USPTO. Predict which catalyst facilitates the given reaction. The catalyst class is: 224. Reactant: [C:1]([C:3]1[CH:4]=[C:5]2[C:9](=[CH:10][CH:11]=1)[NH:8][C:7](=[O:12])[C:6]2=[C:13]([C:15]1[NH:16][CH:17]=[CH:18][CH:19]=1)C)#[N:2].C([SnH](CCCC)CCCC)CCC.[N-:33]=[N+:34]=[N-:35].[Na+]. Product: [NH:2]1[C:1]([C:3]2[CH:4]=[C:5]3[C:9](=[CH:10][CH:11]=2)[NH:8][C:7](=[O:12])[C:6]3=[CH:13][C:15]2[NH:16][CH:17]=[CH:18][CH:19]=2)=[N:35][N:34]=[N:33]1.